This data is from NCI-60 drug combinations with 297,098 pairs across 59 cell lines. The task is: Regression. Given two drug SMILES strings and cell line genomic features, predict the synergy score measuring deviation from expected non-interaction effect. Drug 1: CCCS(=O)(=O)NC1=C(C(=C(C=C1)F)C(=O)C2=CNC3=C2C=C(C=N3)C4=CC=C(C=C4)Cl)F. Drug 2: CC1=C(C=C(C=C1)NC2=NC=CC(=N2)N(C)C3=CC4=NN(C(=C4C=C3)C)C)S(=O)(=O)N.Cl. Cell line: BT-549. Synergy scores: CSS=10.3, Synergy_ZIP=11.2, Synergy_Bliss=19.1, Synergy_Loewe=15.0, Synergy_HSA=15.8.